Dataset: NCI-60 drug combinations with 297,098 pairs across 59 cell lines. Task: Regression. Given two drug SMILES strings and cell line genomic features, predict the synergy score measuring deviation from expected non-interaction effect. Cell line: K-562. Synergy scores: CSS=45.9, Synergy_ZIP=-1.20, Synergy_Bliss=0.220, Synergy_Loewe=-7.48, Synergy_HSA=3.81. Drug 1: CS(=O)(=O)C1=CC(=C(C=C1)C(=O)NC2=CC(=C(C=C2)Cl)C3=CC=CC=N3)Cl. Drug 2: CC1C(C(CC(O1)OC2CC(CC3=C2C(=C4C(=C3O)C(=O)C5=C(C4=O)C(=CC=C5)OC)O)(C(=O)CO)O)N)O.Cl.